From a dataset of Reaction yield outcomes from USPTO patents with 853,638 reactions. Predict the reaction yield, written as a fraction of the theoretical maximum amount of product (1.0 means a 100% yield; for example, 0.34 means a 34% yield). (1) The reactants are [NH3:1].[Cl:2][C:3]1[CH:8]=[CH:7][C:6]([CH:9]([NH:15][C:16](=[O:22])[O:17][C:18]([CH3:21])([CH3:20])[CH3:19])[CH2:10][S:11](Cl)(=[O:13])=[O:12])=[CH:5][CH:4]=1. The catalyst is C(#N)C. The product is [Cl:2][C:3]1[CH:8]=[CH:7][C:6]([CH:9]([NH:15][C:16](=[O:22])[O:17][C:18]([CH3:21])([CH3:20])[CH3:19])[CH2:10][S:11](=[O:13])(=[O:12])[NH2:1])=[CH:5][CH:4]=1. The yield is 0.685. (2) The reactants are Cl.[O:2]1[CH:6]=[CH:5]N=[C:3]1[C:7](=O)[CH2:8][CH2:9][CH2:10][CH:11]1CCNCC1.C(O[C:23]([N:25]1[CH2:30][CH2:29][CH:28]([CH2:31][CH2:32][CH2:33][C:34]([C:36]2[O:37][CH:38]=[CH:39][N:40]=2)=[O:35])[CH2:27][CH2:26]1)=O)(C)(C)C. The catalyst is Cl. The product is [O:37]1[CH:38]=[CH:39][N:40]=[C:36]1[C:34](=[O:35])[CH2:33][CH2:32][CH2:31][CH:28]1[CH2:27][CH2:26][N:25]([CH2:23][C:7]2[CH:8]=[CH:9][CH:5]=[C:6]([O:2][C:3]3[CH:7]=[CH:8][CH:9]=[CH:10][CH:11]=3)[CH:3]=2)[CH2:30][CH2:29]1. The yield is 0.980. (3) The reactants are [F:1][C:2]1[CH:7]=[C:6]([F:8])[C:5]([N+:9]([O-])=O)=[CH:4][C:3]=1[CH2:12][C:13]([O:15][CH2:16][CH3:17])=[O:14]. The catalyst is CCOC(C)=O.[Pd]. The product is [NH2:9][C:5]1[C:6]([F:8])=[CH:7][C:2]([F:1])=[C:3]([CH2:12][C:13]([O:15][CH2:16][CH3:17])=[O:14])[CH:4]=1. The yield is 0.990. (4) The product is [C:1]([O:5][C:6](=[O:22])[NH:7][C@H:8]([CH2:12][C:13]1[CH:18]=[C:17]([F:19])[C:16]([F:20])=[CH:15][C:14]=1[F:21])[CH2:9][CH2:10][N:31]1[CH2:32][CH2:33][CH2:34][CH:29]([C:23]2[CH:28]=[CH:27][CH:26]=[CH:25][CH:24]=2)[CH2:30]1)([CH3:4])([CH3:3])[CH3:2]. The yield is 0.880. The reactants are [C:1]([O:5][C:6](=[O:22])[NH:7][C@H:8]([CH2:12][C:13]1[CH:18]=[C:17]([F:19])[C:16]([F:20])=[CH:15][C:14]=1[F:21])[CH2:9][CH:10]=O)([CH3:4])([CH3:3])[CH3:2].[C:23]1([CH:29]2[CH2:34][CH2:33][CH2:32][NH:31][CH2:30]2)[CH:28]=[CH:27][CH:26]=[CH:25][CH:24]=1.[Na]. The catalyst is C(Cl)CCl. (5) The product is [ClH:26].[F:24][C:2]([F:1])([F:25])[C:3]1[CH:8]=[CH:7][CH:6]=[CH:5][C:4]=1[N:9]1[CH2:10][C@@H:11]2[C@@H:12]([CH2:14][NH:15][CH2:16]2)[CH2:13]1. The reactants are [F:1][C:2]([F:25])([F:24])[C:3]1[CH:8]=[CH:7][CH:6]=[CH:5][C:4]=1[N:9]1[CH2:13][C@@H:12]2[CH2:14][N:15](C(OC(C)(C)C)=O)[CH2:16][C@@H:11]2[CH2:10]1.[ClH:26]. The catalyst is O1CCOCC1. The yield is 0.950. (6) The yield is 0.990. The catalyst is C(O)(C)C.CCOC(C)=O.[Cl-].[Na+].O. The reactants are C[O:2][C:3](=[O:28])[C:4]1[CH:9]=[CH:8][C:7]([C:10]2[CH:11]=[N:12][C:13]([NH2:27])=[C:14]([O:16][CH2:17][C:18]3[C:23]([F:24])=[CH:22][CH:21]=[C:20]([F:25])[C:19]=3[Cl:26])[CH:15]=2)=[CH:6][CH:5]=1.O.[Li+].[OH-]. The product is [NH2:27][C:13]1[N:12]=[CH:11][C:10]([C:7]2[CH:6]=[CH:5][C:4]([C:3]([OH:28])=[O:2])=[CH:9][CH:8]=2)=[CH:15][C:14]=1[O:16][CH2:17][C:18]1[C:23]([F:24])=[CH:22][CH:21]=[C:20]([F:25])[C:19]=1[Cl:26]. (7) The reactants are Cl.[NH2:2][C:3]1[N:7]([C:8]2[CH:17]=[C:16]3[C:11]([CH2:12][CH2:13][NH:14][C:15]3=O)=[CH:10][CH:9]=2)[N:6]=[C:5]([C:19]([CH3:22])([CH3:21])[CH3:20])[CH:4]=1.[H-].[H-].[H-].[H-].[Li+].[Al+3].[OH-].[Na+].[CH3:43][C:42]([O:41][C:39](O[C:39]([O:41][C:42]([CH3:45])([CH3:44])[CH3:43])=[O:40])=[O:40])([CH3:45])[CH3:44]. The catalyst is C1COCC1. The product is [C:42]([O:41][C:39]([N:14]1[CH2:13][CH2:12][C:11]2[C:16](=[CH:17][C:8]([N:7]3[C:3]([NH2:2])=[CH:4][C:5]([C:19]([CH3:22])([CH3:21])[CH3:20])=[N:6]3)=[CH:9][CH:10]=2)[CH2:15]1)=[O:40])([CH3:43])([CH3:44])[CH3:45]. The yield is 0.750.